From a dataset of Forward reaction prediction with 1.9M reactions from USPTO patents (1976-2016). Predict the product of the given reaction. (1) Given the reactants [NH2:1][C:2]1[N:10]=[CH:9][N:8]=[C:7]2[C:3]=1[N:4]=[CH:5][N:6]2[C@H:11]1[C@@H:15]2[O:16][C:17]([CH3:20])([CH3:19])[O:18][C@@H:14]2[C@@H:13]([CH2:21][N:22]2C(=O)C3C(=CC=CC=3)C2=O)[O:12]1.O.NN, predict the reaction product. The product is: [NH2:22][CH2:21][C@@H:13]1[C@H:14]2[O:18][C:17]([CH3:20])([CH3:19])[O:16][C@H:15]2[C@H:11]([N:6]2[CH:5]=[N:4][C:3]3[C:7]2=[N:8][CH:9]=[N:10][C:2]=3[NH2:1])[O:12]1. (2) Given the reactants [Cl:1][C:2]1[CH:7]=[CH:6][C:5]([C@H:8]([NH:12][S@](C(C)(C)C)=O)[CH:9]([CH3:11])[CH3:10])=[CH:4][C:3]=1[CH3:19], predict the reaction product. The product is: [Cl:1][C:2]1[CH:7]=[CH:6][C:5]([C@H:8]([NH2:12])[CH:9]([CH3:10])[CH3:11])=[CH:4][C:3]=1[CH3:19]. (3) Given the reactants [Cl:1][C:2]1[CH:12]=[CH:11][CH:10]=[C:4]2[C:5]([O:7][C:8](=O)[C:3]=12)=[O:6].O.[NH2:14][NH2:15], predict the reaction product. The product is: [Cl:1][C:2]1[CH:12]=[CH:11][CH:10]=[C:4]2[C:3]=1[C:8](=[O:7])[NH:14][NH:15][C:5]2=[O:6]. (4) Given the reactants [CH3:1][O:2][C:3]1[CH:8]=[C:7]([N+:9]([O-])=O)[CH:6]=[CH:5][C:4]=1[C:12]1[O:16][N:15]=[C:14]([CH3:17])[CH:13]=1.[Sn](Cl)Cl.Cl.CO, predict the reaction product. The product is: [CH3:1][O:2][C:3]1[CH:8]=[C:7]([CH:6]=[CH:5][C:4]=1[C:12]1[O:16][N:15]=[C:14]([CH3:17])[CH:13]=1)[NH2:9].